This data is from Peptide-MHC class II binding affinity with 134,281 pairs from IEDB. The task is: Regression. Given a peptide amino acid sequence and an MHC pseudo amino acid sequence, predict their binding affinity value. This is MHC class II binding data. The peptide sequence is AYEGQRVVFIQPSPV. The MHC is HLA-DPA10201-DPB10101 with pseudo-sequence HLA-DPA10201-DPB10101. The binding affinity (normalized) is 0.402.